Dataset: Peptide-MHC class II binding affinity with 134,281 pairs from IEDB. Task: Regression. Given a peptide amino acid sequence and an MHC pseudo amino acid sequence, predict their binding affinity value. This is MHC class II binding data. The peptide sequence is VSGLSIGTGRAMLGTHTMEVTVY. The MHC is DRB1_0404 with pseudo-sequence DRB1_0404. The binding affinity (normalized) is 0.453.